This data is from Drug-target binding data from BindingDB using IC50 measurements. The task is: Regression. Given a target protein amino acid sequence and a drug SMILES string, predict the binding affinity score between them. We predict pIC50 (pIC50 = -log10(IC50 in M); higher means more potent). Dataset: bindingdb_ic50. The small molecule is CN1C[C@@H]2Cc3c(C4=C(c5cn(C)c6ccccc56)C(=O)NC4=O)c4ccccc4n3C[C@H]2C1. The target protein (P05696) has sequence MADVYPANDSTASQDVANRFARKGALRQKNVHEVKDHKFIARFFKQPTFCSHCTDFIWGFGKQGFQCQVCCFVVHKRCHEFVTFSCPGADKGPDTDDPRSKHKFKIHTYGSPTFCDHCGSLLYGLIHQGMKCDTCDMNVHKQCVINVPSLCGMDHTEKRGRIYLKAEVTDEKLHVTVRDAKNLIPMDPNGLSDPYVKLKLIPDPKNESKQKTKTIRSTLNPQWNESFTFKLKPSDKDRRLSVEIWDWDRTTRNDFMGSLSFGVSELMKMPASGWYKLLNQEEGEYYNVPIPEGDEEGNVELRQKFEKAKLGPAGNKVISPSEDRKQPSNNLDRVKLTDFNFLMVLGKGSFGKVMLADRKGTEELYAIKILKKDVVIQDDDVECTMVEKRVLALLDKPPFLTQLHSCFQTVDRLYFVMEYVNGGDLMYHIQQVGKFKEPQAVFYAAEISIGLFFLHKRGIIYRDLKLDNVMLDSEGHIKIADFGMCKEHMMDGVTTRTFCG.... The pIC50 is 8.5.